This data is from NCI-60 drug combinations with 297,098 pairs across 59 cell lines. The task is: Regression. Given two drug SMILES strings and cell line genomic features, predict the synergy score measuring deviation from expected non-interaction effect. (1) Drug 1: CS(=O)(=O)C1=CC(=C(C=C1)C(=O)NC2=CC(=C(C=C2)Cl)C3=CC=CC=N3)Cl. Drug 2: C1=CC(=CC=C1C#N)C(C2=CC=C(C=C2)C#N)N3C=NC=N3. Cell line: CAKI-1. Synergy scores: CSS=-3.22, Synergy_ZIP=-1.63, Synergy_Bliss=-5.82, Synergy_Loewe=-3.30, Synergy_HSA=-4.56. (2) Drug 1: C1CN1P(=S)(N2CC2)N3CC3. Drug 2: C#CCC(CC1=CN=C2C(=N1)C(=NC(=N2)N)N)C3=CC=C(C=C3)C(=O)NC(CCC(=O)O)C(=O)O. Cell line: HCT116. Synergy scores: CSS=74.5, Synergy_ZIP=11.3, Synergy_Bliss=-8.68, Synergy_Loewe=56.7, Synergy_HSA=-5.37. (3) Drug 1: C1=NC2=C(N=C(N=C2N1C3C(C(C(O3)CO)O)F)Cl)N. Drug 2: CS(=O)(=O)OCCCCOS(=O)(=O)C. Cell line: EKVX. Synergy scores: CSS=0.179, Synergy_ZIP=1.22, Synergy_Bliss=0.899, Synergy_Loewe=-3.05, Synergy_HSA=-3.40. (4) Drug 1: CC1=C(C(=O)C2=C(C1=O)N3CC4C(C3(C2COC(=O)N)OC)N4)N. Drug 2: CN1C(=O)N2C=NC(=C2N=N1)C(=O)N. Cell line: T-47D. Synergy scores: CSS=19.8, Synergy_ZIP=7.73, Synergy_Bliss=2.51, Synergy_Loewe=-41.5, Synergy_HSA=-8.61. (5) Drug 1: C1=C(C(=O)NC(=O)N1)N(CCCl)CCCl. Drug 2: CC1CCC2CC(C(=CC=CC=CC(CC(C(=O)C(C(C(=CC(C(=O)CC(OC(=O)C3CCCCN3C(=O)C(=O)C1(O2)O)C(C)CC4CCC(C(C4)OC)O)C)C)O)OC)C)C)C)OC. Cell line: PC-3. Synergy scores: CSS=35.6, Synergy_ZIP=-10.4, Synergy_Bliss=-7.50, Synergy_Loewe=-24.9, Synergy_HSA=-1.07. (6) Drug 1: CN(CC1=CN=C2C(=N1)C(=NC(=N2)N)N)C3=CC=C(C=C3)C(=O)NC(CCC(=O)O)C(=O)O. Drug 2: CCCCCOC(=O)NC1=NC(=O)N(C=C1F)C2C(C(C(O2)C)O)O. Cell line: HOP-62. Synergy scores: CSS=-0.963, Synergy_ZIP=1.96, Synergy_Bliss=4.45, Synergy_Loewe=1.43, Synergy_HSA=1.45. (7) Drug 1: C(=O)(N)NO. Drug 2: C1CN(CCN1C(=O)CCBr)C(=O)CCBr. Cell line: TK-10. Synergy scores: CSS=5.23, Synergy_ZIP=-2.27, Synergy_Bliss=2.92, Synergy_Loewe=-2.70, Synergy_HSA=2.02.